This data is from Plasma protein binding rate (PPBR) regression data from AstraZeneca. The task is: Regression/Classification. Given a drug SMILES string, predict its absorption, distribution, metabolism, or excretion properties. Task type varies by dataset: regression for continuous measurements (e.g., permeability, clearance, half-life) or binary classification for categorical outcomes (e.g., BBB penetration, CYP inhibition). For this dataset (ppbr_az), we predict Y. The drug is CCOc1cc2ncc(C(N)=O)c(Nc3cccc(Cl)c3Cl)c2cc1N1CCN(CCOC)CC1. The Y is 98.3 %.